From a dataset of Full USPTO retrosynthesis dataset with 1.9M reactions from patents (1976-2016). Predict the reactants needed to synthesize the given product. (1) Given the product [NH2:7][CH2:8][C:9]1[CH:14]=[C:13]([CH:12]=[C:11]([Cl:22])[C:10]=1[F:23])[CH2:15][N:16]([CH2:18][CH2:19][O:20][CH3:21])[CH3:17], predict the reactants needed to synthesize it. The reactants are: C(OC(=O)[NH:7][CH2:8][C:9]1[CH:14]=[C:13]([CH2:15][N:16]([CH2:18][CH2:19][O:20][CH3:21])[CH3:17])[CH:12]=[C:11]([Cl:22])[C:10]=1[F:23])(C)(C)C.Cl. (2) Given the product [Cl:1][C:2]1[N:7]=[CH:6][C:5]([CH2:8][C:9]([O:11][CH2:17][CH3:18])=[O:10])=[CH:4][CH:3]=1, predict the reactants needed to synthesize it. The reactants are: [Cl:1][C:2]1[N:7]=[CH:6][C:5]([CH2:8][C:9]([OH:11])=[O:10])=[CH:4][CH:3]=1.S(=O)(=O)(O)O.[CH2:17](O)[CH3:18]. (3) Given the product [NH2:25][C:26]1[C:27]([C:36]([NH:39][C@@H:40]([C:49]2[CH:54]=[CH:53][CH:52]=[CH:51][CH:50]=2)[CH2:41][C:42]([O:44][C:45]([CH3:48])([CH3:46])[CH3:47])=[O:43])=[O:38])=[CH:28][C:29]2[C:34]([CH:35]=1)=[CH:33][CH:32]=[CH:31][CH:30]=2, predict the reactants needed to synthesize it. The reactants are: CN(C(ON1N=NC2C=CC=NC1=2)=[N+](C)C)C.F[P-](F)(F)(F)(F)F.[NH2:25][C:26]1[C:27]([C:36]([OH:38])=O)=[CH:28][C:29]2[C:34]([CH:35]=1)=[CH:33][CH:32]=[CH:31][CH:30]=2.[NH2:39][C@@H:40]([C:49]1[CH:54]=[CH:53][CH:52]=[CH:51][CH:50]=1)[CH2:41][C:42]([O:44][C:45]([CH3:48])([CH3:47])[CH3:46])=[O:43].C(N(CC)C(C)C)(C)C.C([O-])(O)=O.[Na+]. (4) Given the product [CH3:27][O:26][C:24](=[O:25])[CH2:23][N:8]([C:5]1[CH:6]=[CH:7][C:2]([Cl:1])=[CH:3][CH:4]=1)[S:9]([C:12]1[CH:17]=[CH:16][CH:15]=[C:14]([O:18][CH3:19])[CH:13]=1)(=[O:11])=[O:10], predict the reactants needed to synthesize it. The reactants are: [Cl:1][C:2]1[CH:7]=[CH:6][C:5]([NH:8][S:9]([C:12]2[CH:17]=[CH:16][CH:15]=[C:14]([O:18][CH3:19])[CH:13]=2)(=[O:11])=[O:10])=[CH:4][CH:3]=1.[H-].[Na+].Br[CH2:23][C:24]([O:26][CH3:27])=[O:25]. (5) Given the product [Cl:28][C:29]1[CH:34]=[C:33]([N:24]2[CH2:25][CH2:26][O:27][CH:22]([C:13]3[NH:14][C:15]([C:16]4[CH:17]=[CH:18][CH:19]=[CH:20][CH:21]=4)=[C:11]([CH3:10])[N:12]=3)[CH2:23]2)[N:32]=[C:31]([NH2:36])[N:30]=1, predict the reactants needed to synthesize it. The reactants are: CCN(C(C)C)C(C)C.[CH3:10][C:11]1[N:12]=[C:13]([CH:22]2[O:27][CH2:26][CH2:25][NH:24][CH2:23]2)[NH:14][C:15]=1[C:16]1[CH:21]=[CH:20][CH:19]=[CH:18][CH:17]=1.[Cl:28][C:29]1[CH:34]=[C:33](Cl)[N:32]=[C:31]([NH2:36])[N:30]=1.